Dataset: Full USPTO retrosynthesis dataset with 1.9M reactions from patents (1976-2016). Task: Predict the reactants needed to synthesize the given product. (1) Given the product [C:22]([C:26]1[CH:27]=[CH:28][C:29]([N:19]2[CH2:18][CH2:17][CH:16]([CH2:15][CH2:14][CH2:13][O:12][C:10]3[CH:9]=[CH:8][C:4]([C:5]([OH:7])=[O:6])=[C:3]([CH3:2])[CH:11]=3)[CH2:21][CH2:20]2)=[N:30][CH:31]=1)([CH3:25])([CH3:24])[CH3:23], predict the reactants needed to synthesize it. The reactants are: Cl.[CH3:2][C:3]1[CH:11]=[C:10]([O:12][CH2:13][CH2:14][CH2:15][CH:16]2[CH2:21][CH2:20][NH:19][CH2:18][CH2:17]2)[CH:9]=[CH:8][C:4]=1[C:5]([OH:7])=[O:6].[C:22]([C:26]1[CH:27]=[CH:28][C:29](Cl)=[N:30][CH:31]=1)([CH3:25])([CH3:24])[CH3:23]. (2) Given the product [CH2:32]([N:14]([CH2:12][CH3:13])[CH2:15][CH2:16][CH2:17][NH:18][C:19]([C:21]1[NH:22][C:23]([CH:30]=[C:5]2[C:4]3[C:8](=[CH:9][CH:10]=[C:2]([Br:1])[CH:3]=3)[NH:7][C:6]2=[O:11])=[C:24]([C:27](=[O:29])[CH3:28])[C:25]=1[CH3:26])=[O:20])[CH3:33], predict the reactants needed to synthesize it. The reactants are: [Br:1][C:2]1[CH:3]=[C:4]2[C:8](=[CH:9][CH:10]=1)[NH:7][C:6](=[O:11])[CH2:5]2.[CH2:12]([N:14]([CH2:32][CH3:33])[CH2:15][CH2:16][CH2:17][NH:18][C:19]([C:21]1[NH:22][C:23]([CH:30]=O)=[C:24]([C:27](=[O:29])[CH3:28])[C:25]=1[CH3:26])=[O:20])[CH3:13].C(OC(C1NC(C=O)=C(C(=O)C)C=1C)=O)C. (3) Given the product [Cl-:27].[Cl:27][C:15]1[C:14]2[C:9](=[C:10]([C:18]3[CH:23]=[CH:22][CH:21]=[CH:20][CH:19]=3)[CH:11]=[CH:12][CH:13]=2)[O+:8]=[C:7]([N:4]2[CH2:5][CH2:6][O:1][CH2:2][CH2:3]2)[CH:16]=1, predict the reactants needed to synthesize it. The reactants are: [O:1]1[CH2:6][CH2:5][N:4]([C:7]2[O:8][C:9]3[C:14]([C:15](=O)[CH:16]=2)=[CH:13][CH:12]=[CH:11][C:10]=3[C:18]2[CH:23]=[CH:22][CH:21]=[CH:20][CH:19]=2)[CH2:3][CH2:2]1.COC(Cl)[Cl:27]. (4) The reactants are: [C:1]([NH:3][C:4](=[N:12][C:13]1[CH:18]=[CH:17][C:16]([N:19]2[CH2:24][CH2:23][O:22][CH2:21][CH2:20]2)=[CH:15][CH:14]=1)OC1C=CC=CC=1)#[N:2].[F:25][C:26]1[CH:31]=[C:30]([I:32])[CH:29]=[CH:28][C:27]=1[NH:33][NH2:34]. Given the product [F:25][C:26]1[CH:31]=[C:30]([I:32])[CH:29]=[CH:28][C:27]=1[N:33]1[C:1]([NH2:2])=[N:3][C:4]([NH:12][C:13]2[CH:14]=[CH:15][C:16]([N:19]3[CH2:20][CH2:21][O:22][CH2:23][CH2:24]3)=[CH:17][CH:18]=2)=[N:34]1, predict the reactants needed to synthesize it. (5) Given the product [Cl:7][C:8]1[C:12]([CH2:13][O:14][C:15]2[CH:20]=[CH:19][C:18]([CH2:21][CH2:22][CH2:23][OH:24])=[C:17]([F:28])[C:16]=2[F:29])=[C:11]([C:30]2[CH:31]=[CH:32][C:33]([Cl:36])=[CH:34][CH:35]=2)[S:10][N:9]=1, predict the reactants needed to synthesize it. The reactants are: [H-].[H-].[H-].[H-].[Li+].[Al+3].[Cl:7][C:8]1[C:12]([CH2:13][O:14][C:15]2[CH:20]=[CH:19][C:18]([CH2:21][CH2:22][C:23](OCC)=[O:24])=[C:17]([F:28])[C:16]=2[F:29])=[C:11]([C:30]2[CH:35]=[CH:34][C:33]([Cl:36])=[CH:32][CH:31]=2)[S:10][N:9]=1.